This data is from Full USPTO retrosynthesis dataset with 1.9M reactions from patents (1976-2016). The task is: Predict the reactants needed to synthesize the given product. (1) Given the product [Cl:17][C:10]1[CH:9]=[C:8]([C:18]([N:20]([O:22][CH3:23])[CH3:21])=[O:19])[C:7]([C:31]2[CH:30]=[CH:29][CH:28]=[C:27]([F:26])[CH:32]=2)=[C:16]2[C:11]=1[CH:12]=[CH:13][CH:14]=[N:15]2, predict the reactants needed to synthesize it. The reactants are: FC(F)(F)S(O[C:7]1[C:8]([C:18]([N:20]([O:22][CH3:23])[CH3:21])=[O:19])=[CH:9][C:10]([Cl:17])=[C:11]2[C:16]=1[N:15]=[CH:14][CH:13]=[CH:12]2)(=O)=O.[F:26][C:27]1[CH:28]=[C:29]([Zn]I)[CH:30]=[CH:31][CH:32]=1. (2) Given the product [CH3:16][C:5]1[C:4]([CH:2]2[CH2:3][O:1]2)=[CH:9][N:8]=[C:7]([N:10]2[CH:14]=[N:13][N:12]=[N:11]2)[CH:6]=1, predict the reactants needed to synthesize it. The reactants are: [O:1]1[CH2:3][CH:2]1[C:4]1[CH:5]=[CH:6][C:7]([N:10]2[CH:14]=[N:13][N:12]=[N:11]2)=[N:8][CH:9]=1.Br[C:16]1C(C)=CC(N)=NC=1. (3) Given the product [O:14]1[C:18]2[CH:19]=[CH:20][C:21]([C:6]3[CH:7]=[N:8][C:9]4[C:4]([C:5]=3[Cl:13])=[CH:3][C:2]([Br:1])=[CH:11][CH:10]=4)=[CH:22][C:17]=2[O:16][CH2:26]1, predict the reactants needed to synthesize it. The reactants are: [Br:1][C:2]1[CH:3]=[C:4]2[C:9](=[CH:10][CH:11]=1)[N:8]=[CH:7][C:6](I)=[C:5]2[Cl:13].[O:14]1[C:18]2[CH:19]=[CH:20][C:21](B(O)O)=[CH:22][C:17]=2[O:16]N1.[C:26](=O)([O-])[O-].[K+].[K+]. (4) Given the product [CH2:1]([O:3][C:4]([C:6]1[C:7]([OH:23])=[C:8]2[C:15]([C:16]3[CH:21]=[CH:20][C:19]([Cl:22])=[CH:18][CH:17]=3)=[N:14][S:13][C:9]2=[C:10]([C:24]2[CH:29]=[CH:28][CH:27]=[CH:26][CH:25]=2)[N:11]=1)=[O:5])[CH3:2], predict the reactants needed to synthesize it. The reactants are: [CH2:1]([O:3][C:4]([C:6]1[C:7]([OH:23])=[C:8]2[C:15]([C:16]3[CH:21]=[CH:20][C:19]([Cl:22])=[CH:18][CH:17]=3)=[N:14][S:13][C:9]2=[C:10](Br)[N:11]=1)=[O:5])[CH3:2].[C:24]1(B(O)O)[CH:29]=[CH:28][CH:27]=[CH:26][CH:25]=1. (5) Given the product [NH2:1][C:4]1[CH:5]=[C:6]([NH:18][C:19](=[O:22])[O:20][CH3:21])[CH:7]=[CH:8][C:9]=1[NH:10][CH2:11][CH:12]1[CH2:13][CH2:14][O:15][CH2:16][CH2:17]1, predict the reactants needed to synthesize it. The reactants are: [N+:1]([C:4]1[CH:5]=[C:6]([NH:18][C:19](=[O:22])[O:20][CH3:21])[CH:7]=[CH:8][C:9]=1[NH:10][CH2:11][CH:12]1[CH2:17][CH2:16][O:15][CH2:14][CH2:13]1)([O-])=O. (6) Given the product [N:1]1([CH2:6][CH:7]2[CH2:12][CH2:11][CH:10]([CH2:13][N:14]3[CH:22]=[C:21]4[C:16]([N:17]=[CH:18][N:19]=[C:20]4[NH:33][CH2:34][C:35]4[C:40]([CH3:41])=[N:39][C:38]([NH2:42])=[CH:37][C:36]=4[CH3:57])=[N:15]3)[CH2:9][CH2:8]2)[CH:5]=[CH:4][CH:3]=[N:2]1, predict the reactants needed to synthesize it. The reactants are: [N:1]1([CH2:6][CH:7]2[CH2:12][CH2:11][CH:10]([CH2:13][N:14]3[CH:22]=[C:21]4[C:16]([N:17]=[CH:18][N:19]=[C:20]4Cl)=[N:15]3)[CH2:9][CH2:8]2)[CH:5]=[CH:4][CH:3]=[N:2]1.CCN(C(C)C)C(C)C.[NH2:33][CH2:34][C:35]1[C:36]([CH3:57])=[CH:37][C:38]([N:42](C(OC(C)(C)C)=O)C(=O)OC(C)(C)C)=[N:39][C:40]=1[CH3:41].CCOC(C)=O. (7) Given the product [CH:9]1([O:8][C:6]2[N:5]=[C:4]3[CH2:14][CH2:15][CH2:16][C:3]3=[C:2]([NH:17][C:18]3[CH:19]=[CH:20][C:21]([CH2:24][C:25]([O:27][CH2:28][CH3:29])=[O:26])=[CH:22][CH:23]=3)[CH:7]=2)[CH2:13][CH2:12][CH2:11][CH2:10]1, predict the reactants needed to synthesize it. The reactants are: Cl[C:2]1[CH:7]=[C:6]([O:8][CH:9]2[CH2:13][CH2:12][CH2:11][CH2:10]2)[N:5]=[C:4]2[CH2:14][CH2:15][CH2:16][C:3]=12.[NH2:17][C:18]1[CH:23]=[CH:22][C:21]([CH2:24][C:25]([O:27][CH2:28][CH3:29])=[O:26])=[CH:20][CH:19]=1. (8) Given the product [Cl:26][C:24]1[CH:25]=[C:20]2[NH:19][C:18]([O:17][C@H:16]3[C@H:12]4[O:11][CH2:10][C@@H:9]([OH:8])[C@H:13]4[O:14][CH2:15]3)=[N:39][C:21]2=[N:22][C:23]=1[C:27]1[CH:32]=[CH:31][C:30]([N:33]2[CH:34]=[CH:35][CH:36]=[CH:37]2)=[CH:29][CH:28]=1, predict the reactants needed to synthesize it. The reactants are: [Si]([O:8][C@H:9]1[C@H:13]2[O:14][CH2:15][C@@H:16]([O:17][C:18]3[NH:19][C:20]4[C:21]([N:39]=3)=[N:22][C:23]([C:27]3[CH:32]=[CH:31][C:30]([N:33]5[CH2:37][CH2:36][C@@H:35](O)[CH2:34]5)=[CH:29][CH:28]=3)=[C:24]([Cl:26])[CH:25]=4)[C@H:12]2[O:11][CH2:10]1)(C(C)(C)C)(C)C.[F-].C([N+](CCCC)(CCCC)CCCC)CCC.C1COCC1. (9) Given the product [OH:19][CH2:20][CH2:21][C@H:22]1[CH2:26][O:25][C:24]([CH3:28])([CH3:27])[N:23]1[C:29]([O:31][C:32]([CH3:35])([CH3:34])[CH3:33])=[O:30], predict the reactants needed to synthesize it. The reactants are: [H-].C([Al+]CC(C)C)C(C)C.C1(C)C=CC=CC=1.C[O:19][C:20](=O)[CH2:21][C@H:22]1[CH2:26][O:25][C:24]([CH3:28])([CH3:27])[N:23]1[C:29]([O:31][C:32]([CH3:35])([CH3:34])[CH3:33])=[O:30].C(C(C(C([O-])=O)O)O)([O-])=O.[Na+].[K+].C(OCC)(=O)C. (10) Given the product [N+:1]([C:4]1[CH:12]=[CH:11][CH:10]=[C:9]2[C:5]=1[CH2:6][CH2:7][CH:8]2[OH:13])([O-:3])=[O:2], predict the reactants needed to synthesize it. The reactants are: [N+:1]([C:4]1[CH:12]=[CH:11][CH:10]=[C:9]2[C:5]=1[CH2:6][CH2:7][C:8]2=[O:13])([O-:3])=[O:2].[BH4-].[Na+].